This data is from TCR-epitope binding with 47,182 pairs between 192 epitopes and 23,139 TCRs. The task is: Binary Classification. Given a T-cell receptor sequence (or CDR3 region) and an epitope sequence, predict whether binding occurs between them. (1) The TCR CDR3 sequence is CASTTGGGGYEQYF. The epitope is KLFIRQEEV. Result: 0 (the TCR does not bind to the epitope). (2) The epitope is DRFYKTLRAEQASQEV. The TCR CDR3 sequence is CASSSQGLHEQYF. Result: 0 (the TCR does not bind to the epitope). (3) The TCR CDR3 sequence is CASSTGLAFNEQYF. Result: 0 (the TCR does not bind to the epitope). The epitope is ALLADKFPV. (4) The epitope is IYSKHTPINL. Result: 0 (the TCR does not bind to the epitope). The TCR CDR3 sequence is CASRHEGLGGYGYTF. (5) The epitope is LPPAYTNSF. Result: 1 (the TCR binds to the epitope). The TCR CDR3 sequence is CASSFDEQFF. (6) The epitope is GTSGSPIINR. The TCR CDR3 sequence is CASSFGVGTYEQYF. Result: 1 (the TCR binds to the epitope). (7) The epitope is AVFDRKSDAK. The TCR CDR3 sequence is CASSLRGSMNTEAFF. Result: 1 (the TCR binds to the epitope). (8) The epitope is EILDITPCSF. The TCR CDR3 sequence is CASSYAESSYNEQFF. Result: 0 (the TCR does not bind to the epitope).